Regression. Given a peptide amino acid sequence and an MHC pseudo amino acid sequence, predict their binding affinity value. This is MHC class II binding data. From a dataset of Peptide-MHC class II binding affinity with 134,281 pairs from IEDB. (1) The peptide sequence is EKKYFAATSFEPLAA. The MHC is HLA-DQA10101-DQB10501 with pseudo-sequence HLA-DQA10101-DQB10501. The binding affinity (normalized) is 0.482. (2) The peptide sequence is KEVEEAWASACGGTG. The MHC is DRB4_0101 with pseudo-sequence DRB4_0103. The binding affinity (normalized) is 0. (3) The peptide sequence is KPVSQMRMATPLLMRPM. The MHC is DRB1_0301 with pseudo-sequence DRB1_0301. The binding affinity (normalized) is 0.599. (4) The peptide sequence is FQTVGSGLDHILSLA. The MHC is DRB4_0101 with pseudo-sequence DRB4_0103. The binding affinity (normalized) is 0.305. (5) The peptide sequence is WMTTEDMLEVWNRVW. The MHC is HLA-DQA10501-DQB10303 with pseudo-sequence HLA-DQA10501-DQB10303. The binding affinity (normalized) is 0.286. (6) The peptide sequence is AFKVAATALNAAPAN. The MHC is DRB1_0802 with pseudo-sequence DRB1_0802. The binding affinity (normalized) is 0.787. (7) The binding affinity (normalized) is 0.830. The peptide sequence is KKFLSLLTSSFNNGS. The MHC is DRB1_0101 with pseudo-sequence DRB1_0101. (8) The peptide sequence is AQAAVVRFQEAANKQ. The MHC is HLA-DPA10301-DPB10402 with pseudo-sequence HLA-DPA10301-DPB10402. The binding affinity (normalized) is 0.